Regression/Classification. Given a drug SMILES string, predict its toxicity properties. Task type varies by dataset: regression for continuous values (e.g., LD50, hERG inhibition percentage) or binary classification for toxic/non-toxic outcomes (e.g., AMES mutagenicity, cardiotoxicity, hepatotoxicity). Dataset: herg_karim. From a dataset of hERG potassium channel inhibition data for cardiac toxicity prediction from Karim et al.. (1) The compound is CCN(CC)CCNC(=O)c1ccc(NC(C)=O)cc1. The result is 0 (non-blocker). (2) The compound is COc1ccc2c(c1)CC(CCN(C)C)=C2Cc1cnccn1. The result is 1 (blocker).